Predict the product of the given reaction. From a dataset of Forward reaction prediction with 1.9M reactions from USPTO patents (1976-2016). (1) Given the reactants [CH2:1]([C:3]1[CH:8]=[CH:7][CH:6]=[CH:5][C:4]=1[CH2:9][C:10]#[N:11])[CH3:2].[CH3:12]I, predict the reaction product. The product is: [CH2:1]([C:3]1[CH:8]=[CH:7][CH:6]=[CH:5][C:4]=1[CH:9]([CH3:12])[C:10]#[N:11])[CH3:2]. (2) Given the reactants [OH:1][C:2]1[CH:11]=[CH:10][C:9]([C:12]2[N:16]=[C:15]([C:17]3[CH:22]=[CH:21][C:20]([C:23]4[C:27]([CH3:28])=[CH:26][S:25][CH:24]=4)=[C:19]([CH3:29])[CH:18]=3)[O:14][N:13]=2)=[CH:8][C:3]=1[C:4]([O:6]C)=[O:5].[OH-].[Na+], predict the reaction product. The product is: [OH:1][C:2]1[CH:11]=[CH:10][C:9]([C:12]2[N:16]=[C:15]([C:17]3[CH:22]=[CH:21][C:20]([C:23]4[C:27]([CH3:28])=[CH:26][S:25][CH:24]=4)=[C:19]([CH3:29])[CH:18]=3)[O:14][N:13]=2)=[CH:8][C:3]=1[C:4]([OH:6])=[O:5]. (3) The product is: [ClH:13].[NH2:14][CH2:15][C:16](=[O:22])[CH2:17][CH2:18][C:19]([O:8][CH2:7][C:6]1[CH:9]=[CH:10][C:3]([C:2]([F:11])([F:12])[F:1])=[CH:4][CH:5]=1)=[O:20]. Given the reactants [F:1][C:2]([F:12])([F:11])[C:3]1[CH:10]=[CH:9][C:6]([CH2:7][OH:8])=[CH:5][CH:4]=1.[ClH:13].[NH2:14][CH2:15][C:16](=[O:22])[CH2:17][CH2:18][C:19](O)=[O:20], predict the reaction product. (4) Given the reactants [Cl:1][C:2]1[C:7]([Cl:8])=[CH:6][CH:5]=[CH:4][C:3]=1[NH:9][CH2:10][C:11]1[NH:12][CH2:13][CH2:14][N:15]=1.[CH:16](OCCCC)=[O:17], predict the reaction product. The product is: [Cl:1][C:2]1[C:7]([Cl:8])=[CH:6][CH:5]=[CH:4][C:3]=1[NH:9][CH2:10][C:11]1[N:15]([CH:16]=[O:17])[CH2:14][CH2:13][N:12]=1. (5) The product is: [CH3:8][O:9][C:10]1[CH:15]=[CH:14][C:13]([O:16][C:17](=[O:19])[CH3:18])=[CH:12][CH:11]=1. Given the reactants C(N(CC)CC)C.[CH3:8][O:9][C:10]1[CH:15]=[CH:14][C:13]([OH:16])=[CH:12][CH:11]=1.[C:17](Cl)(=[O:19])[CH3:18], predict the reaction product. (6) Given the reactants [Cl:1][C:2]1[CH:3]=[C:4]([CH:8]=[CH:9][N:10]=1)[C:5]([OH:7])=O.[NH2:11][C:12]1[N:17]=[CH:16][C:15]2[C:18]([CH3:26])([CH3:25])[C:19](=[O:24])[N:20]([CH:21]3[CH2:23][CH2:22]3)[C:14]=2[CH:13]=1, predict the reaction product. The product is: [Cl:1][C:2]1[CH:3]=[C:4]([CH:8]=[CH:9][N:10]=1)[C:5]([NH:11][C:12]1[N:17]=[CH:16][C:15]2[C:18]([CH3:26])([CH3:25])[C:19](=[O:24])[N:20]([CH:21]3[CH2:22][CH2:23]3)[C:14]=2[CH:13]=1)=[O:7]. (7) Given the reactants [CH3:1][C:2]1[C:7]([F:8])=[C:6]([S:9]([CH3:12])(=[O:11])=[O:10])[CH:5]=[CH:4][C:3]=1[C:13]([N:15]1[CH2:21][C:20]2[CH:22]=[C:23]([C:26]3[CH:35]=[CH:34][C:29]([C:30]([O:32]C)=[O:31])=[CH:28][CH:27]=3)[CH:24]=[CH:25][C:19]=2[O:18][CH2:17][CH2:16]1)=[O:14].[OH-].[Li+].Cl, predict the reaction product. The product is: [CH3:1][C:2]1[C:7]([F:8])=[C:6]([S:9]([CH3:12])(=[O:10])=[O:11])[CH:5]=[CH:4][C:3]=1[C:13]([N:15]1[CH2:21][C:20]2[CH:22]=[C:23]([C:26]3[CH:27]=[CH:28][C:29]([C:30]([OH:32])=[O:31])=[CH:34][CH:35]=3)[CH:24]=[CH:25][C:19]=2[O:18][CH2:17][CH2:16]1)=[O:14]. (8) Given the reactants S(C1C=CC(C)=CC=1)(O)(=O)=O.[CH2:12]([NH2:16])[CH2:13][CH2:14][NH2:15].[CH3:17][O:18][C:19]1[CH:20]=[C:21]([CH:25]([C:29]2[CH:34]=[CH:33][CH:32]=[CH:31][N:30]=2)[CH2:26][C:27]#N)[CH:22]=[CH:23][CH:24]=1, predict the reaction product. The product is: [CH3:17][O:18][C:19]1[CH:20]=[C:21]([CH:25]([C:29]2[CH:34]=[CH:33][CH:32]=[CH:31][N:30]=2)[CH2:26][C:27]2[NH:15][CH2:14][CH2:13][CH2:12][N:16]=2)[CH:22]=[CH:23][CH:24]=1. (9) Given the reactants [Cl:1][C:2]1[CH:7]=[CH:6][C:5]([C:8](=O)[CH2:9][C:10]([O:12]CC)=O)=[CH:4][C:3]=1[O:16][C:17]([F:20])([F:19])[F:18].[CH3:21][C:22]1[O:26][C:25]([C:27]2[CH:28]=[N:29][NH:30][C:31]=2[NH2:32])=[N:24][CH:23]=1.CC1C=CC(S(O)(=O)=O)=CC=1, predict the reaction product. The product is: [Cl:1][C:2]1[CH:7]=[CH:6][C:5]([C:8]2[NH:32][C:31]3[N:30]([N:29]=[CH:28][C:27]=3[C:25]3[O:26][C:22]([CH3:21])=[CH:23][N:24]=3)[C:10](=[O:12])[CH:9]=2)=[CH:4][C:3]=1[O:16][C:17]([F:18])([F:19])[F:20]. (10) Given the reactants Br[C:2]1[N:7]2[N:8]=[C:9]([NH2:11])[N:10]=[C:6]2[CH:5]=[CH:4][CH:3]=1.[CH:12]1[C:17]([OH:18])=[CH:16][CH:15]=[CH:14][C:13]=1[CH3:19].C(=O)([O-])[O-].[K+].[K+].[CH3:26][C:27](N(C)C)=[O:28].O1CCO[CH2:34][CH2:33]1, predict the reaction product. The product is: [C:13]1([CH3:19])[CH:14]=[CH:15][CH:16]=[C:17]([O:18][C:2]2[N:7]3[N:8]=[C:9]([NH:11][C:27]([CH:26]4[CH2:34][CH2:33]4)=[O:28])[N:10]=[C:6]3[CH:5]=[CH:4][CH:3]=2)[CH:12]=1.